This data is from Forward reaction prediction with 1.9M reactions from USPTO patents (1976-2016). The task is: Predict the product of the given reaction. (1) Given the reactants C[O:2][C:3]([C:5]1[CH:6]=[N:7][N:8]([C:12]([CH3:15])([CH3:14])[CH3:13])[C:9]=1[CH2:10]Br)=[O:4].[CH3:16][O-:17].[Na+], predict the reaction product. The product is: [C:12]([N:8]1[C:9]([CH2:10][O:17][CH3:16])=[C:5]([C:3]([OH:2])=[O:4])[CH:6]=[N:7]1)([CH3:15])([CH3:14])[CH3:13]. (2) Given the reactants [CH2:1]([O:8][C:9]1[CH:10]=[C:11]([C:15]2[C:23]3[C:22]([NH2:24])=[N:21][CH:20]=[N:19][C:18]=3[N:17]([C@H:25]3[CH2:28][C@@H:27]([CH2:29][N:30]4[CH2:35][CH2:34]S[CH2:32][CH2:31]4)[CH2:26]3)[CH:16]=2)[CH:12]=[CH:13][CH:14]=1)[C:2]1[CH:7]=[CH:6][CH:5]=[CH:4][CH:3]=1.[OH:36][S:37]([O-:40])(=O)=O.OS(O[O-])(=O)=O.OS(O[O-])(=O)=O.[O-]S([O-])(=O)=O.[K+].[K+].[K+].[K+].[K+].CC([O-])=O.[Na+], predict the reaction product. The product is: [CH2:1]([O:8][C:9]1[CH:10]=[C:11]([C:15]2[C:23]3[C:22]([NH2:24])=[N:21][CH:20]=[N:19][C:18]=3[N:17]([C@H:25]3[CH2:28][C@@H:27]([CH2:29][N:30]4[CH2:35][CH2:34][S:37](=[O:40])(=[O:36])[CH2:32][CH2:31]4)[CH2:26]3)[CH:16]=2)[CH:12]=[CH:13][CH:14]=1)[C:2]1[CH:7]=[CH:6][CH:5]=[CH:4][CH:3]=1. (3) Given the reactants Cl[C:2]1[C:11]([C:12]([NH:14][S:15]([CH3:18])(=[O:17])=[O:16])=[O:13])=[CH:10][C:9]2[C:4](=[CH:5][CH:6]=[CH:7][CH:8]=2)[N:3]=1.[C:19](=[O:22])([O-])[O-].[K+].[K+].[CH3:25][C:26]1([CH3:32])[CH2:30][C@H:29]([CH3:31])[CH2:28][NH:27]1.CS(C)=O.[CH3:37][OH:38], predict the reaction product. The product is: [CH3:37][O:38][C:7]1[CH:8]=[C:9]2[C:4](=[CH:5][CH:6]=1)[N:3]=[C:2]([N:27]1[CH2:28][C@@H:29]([CH3:31])[CH2:30][C:26]1([CH3:32])[CH3:25])[C:11]([C:12]([NH:14][S:15]([C:18]1[C:19](=[O:22])[NH:3][CH:2]=[CH:11][CH:10]=1)(=[O:17])=[O:16])=[O:13])=[CH:10]2. (4) Given the reactants C(OC1C=C(C(C)(C)O)C=C(C(C)(C)O)C=1)C1C=CC=CC=1.C([O:30][C:31]1[CH:32]=[C:33]([C:51]([C:59]2[CH:64]=[CH:63][CH:62]=[CH:61][CH:60]=2)([C:53]2[CH:58]=[CH:57][CH:56]=[CH:55][CH:54]=2)O)[CH:34]=[C:35]([C:37]([C:45]2[CH:50]=[CH:49][CH:48]=[CH:47][CH:46]=2)([C:39]2[CH:44]=[CH:43][CH:42]=[CH:41][CH:40]=2)O)[CH:36]=1)C1C=CC=CC=1, predict the reaction product. The product is: [CH:51]([C:33]1[CH:32]=[C:31]([OH:30])[CH:36]=[C:35]([CH:37]([C:39]2[CH:44]=[CH:43][CH:42]=[CH:41][CH:40]=2)[C:45]2[CH:46]=[CH:47][CH:48]=[CH:49][CH:50]=2)[CH:34]=1)([C:59]1[CH:60]=[CH:61][CH:62]=[CH:63][CH:64]=1)[C:53]1[CH:58]=[CH:57][CH:56]=[CH:55][CH:54]=1. (5) Given the reactants [NH2:1][C:2]1[CH:3]=[C:4]([CH:22]=[CH:23][CH:24]=1)[C:5]([NH:7][C:8]1[CH:9]=[C:10]([NH:14][C:15](=[O:21])[O:16][C:17]([CH3:20])([CH3:19])[CH3:18])[CH:11]=[CH:12][CH:13]=1)=[O:6].[Cl:25][C:26]1[N:31]=[C:30](Cl)[C:29]([Cl:33])=[CH:28][N:27]=1.C(=O)([O-])[O-].[K+].[K+], predict the reaction product. The product is: [Cl:25][C:26]1[N:31]=[C:30]([NH:1][C:2]2[CH:3]=[C:4]([CH:22]=[CH:23][CH:24]=2)[C:5]([NH:7][C:8]2[CH:9]=[C:10]([NH:14][C:15](=[O:21])[O:16][C:17]([CH3:20])([CH3:18])[CH3:19])[CH:11]=[CH:12][CH:13]=2)=[O:6])[C:29]([Cl:33])=[CH:28][N:27]=1.